This data is from NCI-60 drug combinations with 297,098 pairs across 59 cell lines. The task is: Regression. Given two drug SMILES strings and cell line genomic features, predict the synergy score measuring deviation from expected non-interaction effect. (1) Drug 1: CCN(CC)CCCC(C)NC1=C2C=C(C=CC2=NC3=C1C=CC(=C3)Cl)OC. Drug 2: B(C(CC(C)C)NC(=O)C(CC1=CC=CC=C1)NC(=O)C2=NC=CN=C2)(O)O. Cell line: SK-MEL-5. Synergy scores: CSS=38.2, Synergy_ZIP=8.09, Synergy_Bliss=8.95, Synergy_Loewe=-13.3, Synergy_HSA=6.33. (2) Drug 1: CC1C(C(CC(O1)OC2CC(CC3=C2C(=C4C(=C3O)C(=O)C5=C(C4=O)C(=CC=C5)OC)O)(C(=O)C)O)N)O.Cl. Drug 2: CC1=CC2C(CCC3(C2CCC3(C(=O)C)OC(=O)C)C)C4(C1=CC(=O)CC4)C. Cell line: SF-295. Synergy scores: CSS=43.3, Synergy_ZIP=12.9, Synergy_Bliss=9.36, Synergy_Loewe=-12.2, Synergy_HSA=6.86. (3) Drug 1: CC1=CC2C(CCC3(C2CCC3(C(=O)C)OC(=O)C)C)C4(C1=CC(=O)CC4)C. Drug 2: CCC(=C(C1=CC=CC=C1)C2=CC=C(C=C2)OCCN(C)C)C3=CC=CC=C3.C(C(=O)O)C(CC(=O)O)(C(=O)O)O. Cell line: RXF 393. Synergy scores: CSS=-6.40, Synergy_ZIP=2.20, Synergy_Bliss=-1.81, Synergy_Loewe=-7.87, Synergy_HSA=-6.18. (4) Drug 1: C1C(C(OC1N2C=C(C(=O)NC2=O)F)CO)O. Drug 2: CC1CCC2CC(C(=CC=CC=CC(CC(C(=O)C(C(C(=CC(C(=O)CC(OC(=O)C3CCCCN3C(=O)C(=O)C1(O2)O)C(C)CC4CCC(C(C4)OC)O)C)C)O)OC)C)C)C)OC. Cell line: HOP-92. Synergy scores: CSS=5.93, Synergy_ZIP=-5.83, Synergy_Bliss=-2.03, Synergy_Loewe=-6.47, Synergy_HSA=-2.09. (5) Drug 1: C1=CC=C(C=C1)NC(=O)CCCCCCC(=O)NO. Drug 2: CC1C(C(CC(O1)OC2CC(CC3=C2C(=C4C(=C3O)C(=O)C5=CC=CC=C5C4=O)O)(C(=O)C)O)N)O. Cell line: OVCAR-4. Synergy scores: CSS=22.2, Synergy_ZIP=-3.75, Synergy_Bliss=-1.79, Synergy_Loewe=-3.53, Synergy_HSA=2.80. (6) Drug 1: CC1=CC2C(CCC3(C2CCC3(C(=O)C)OC(=O)C)C)C4(C1=CC(=O)CC4)C. Drug 2: CC1=C(C=C(C=C1)NC(=O)C2=CC=C(C=C2)CN3CCN(CC3)C)NC4=NC=CC(=N4)C5=CN=CC=C5. Cell line: OVCAR-5. Synergy scores: CSS=13.8, Synergy_ZIP=5.10, Synergy_Bliss=9.20, Synergy_Loewe=1.88, Synergy_HSA=4.98. (7) Drug 1: CC(C1=C(C=CC(=C1Cl)F)Cl)OC2=C(N=CC(=C2)C3=CN(N=C3)C4CCNCC4)N. Drug 2: C(CN)CNCCSP(=O)(O)O. Cell line: IGROV1. Synergy scores: CSS=0.0880, Synergy_ZIP=-0.180, Synergy_Bliss=-1.44, Synergy_Loewe=-4.57, Synergy_HSA=-2.79.